Dataset: Peptide-MHC class II binding affinity with 134,281 pairs from IEDB. Task: Regression. Given a peptide amino acid sequence and an MHC pseudo amino acid sequence, predict their binding affinity value. This is MHC class II binding data. (1) The peptide sequence is AAATAMTTVYGAFAA. The MHC is HLA-DPA10103-DPB10601 with pseudo-sequence HLA-DPA10103-DPB10601. The binding affinity (normalized) is 0.202. (2) The peptide sequence is GELQIVDGIDAAFKI. The MHC is DRB1_0701 with pseudo-sequence DRB1_0701. The binding affinity (normalized) is 0.864. (3) The peptide sequence is LDYKECEWPLTHTIG. The MHC is DRB1_0801 with pseudo-sequence DRB1_0801. The binding affinity (normalized) is 0.216. (4) The MHC is DRB1_0405 with pseudo-sequence DRB1_0405. The binding affinity (normalized) is 0.770. The peptide sequence is YDKFLANVSTVLHGK. (5) The peptide sequence is AGELELQFRRVKSKYPEGTK. The MHC is DRB1_0701 with pseudo-sequence DRB1_0701. The binding affinity (normalized) is 0.563. (6) The peptide sequence is LQEIPTMLKKGMTTV. The MHC is HLA-DQA10501-DQB10303 with pseudo-sequence HLA-DQA10501-DQB10303. The binding affinity (normalized) is 0.370. (7) The peptide sequence is YFQCFKSILLIMNAN. The MHC is DRB1_0301 with pseudo-sequence DRB1_0301. The binding affinity (normalized) is 0.340.